Dataset: Catalyst prediction with 721,799 reactions and 888 catalyst types from USPTO. Task: Predict which catalyst facilitates the given reaction. Reactant: [CH2:1]([O:3][C:4](=[O:17])/[CH:5]=[C:6](/[O:8][C:9]1[CH:14]=[CH:13][CH:12]=[C:11]([CH3:15])[C:10]=1[CH3:16])\[CH3:7])[CH3:2].[Br:18]N1C(=O)CCC1=O.C(OOC(=O)C1C=CC=CC=1)(=O)C1C=CC=CC=1. Product: [CH2:1]([O:3][C:4](=[O:17])/[CH:5]=[C:6](/[O:8][C:9]1[CH:14]=[CH:13][CH:12]=[C:11]([CH3:15])[C:10]=1[CH3:16])\[CH2:7][Br:18])[CH3:2]. The catalyst class is: 53.